Dataset: Forward reaction prediction with 1.9M reactions from USPTO patents (1976-2016). Task: Predict the product of the given reaction. The product is: [F:18][C:19]([F:26])([F:25])[C:20](=[O:21])[C:12]#[C:11][Si:4]([CH:5]([CH3:6])[CH3:7])([CH:1]([CH3:3])[CH3:2])[CH:8]([CH3:10])[CH3:9]. Given the reactants [CH:1]([Si:4]([C:11]#[CH:12])([CH:8]([CH3:10])[CH3:9])[CH:5]([CH3:7])[CH3:6])([CH3:3])[CH3:2].[Li]CCCC.[F:18][C:19]([F:26])([F:25])[C:20](OCC)=[O:21].[NH4+].[Cl-], predict the reaction product.